From a dataset of TCR-epitope binding with 47,182 pairs between 192 epitopes and 23,139 TCRs. Binary Classification. Given a T-cell receptor sequence (or CDR3 region) and an epitope sequence, predict whether binding occurs between them. (1) The TCR CDR3 sequence is CASSPDRAGEQYF. The epitope is SFHSLHLLF. Result: 1 (the TCR binds to the epitope). (2) The epitope is IPSINVHHY. The TCR CDR3 sequence is CSVGSGSREQYF. Result: 0 (the TCR does not bind to the epitope). (3) The epitope is IPSINVHHY. The TCR CDR3 sequence is CASTLTVAGWTEAFF. Result: 0 (the TCR does not bind to the epitope). (4) The epitope is GILGFVFTL. The TCR CDR3 sequence is CASRPHVPPLAGPANTGELFF. Result: 1 (the TCR binds to the epitope). (5) The epitope is LPAADLDDF. The TCR CDR3 sequence is CASSWGQGSNYGYTF. Result: 0 (the TCR does not bind to the epitope). (6) The epitope is MLNIPSINV. The TCR CDR3 sequence is CASRREGRVNEKLFF. Result: 1 (the TCR binds to the epitope).